From a dataset of Reaction yield outcomes from USPTO patents with 853,638 reactions. Predict the reaction yield, written as a fraction of the theoretical maximum amount of product (1.0 means a 100% yield; for example, 0.34 means a 34% yield). The reactants are [CH2:1]([N:8]1[CH2:13][CH2:12][C:11](=[O:14])[CH2:10][CH2:9]1)[C:2]1[CH:7]=[CH:6][CH:5]=[CH:4][CH:3]=1.C[Si](C)(C)[N-][Si](C)(C)C.[Li+].I[CH2:26][CH3:27]. The catalyst is C1COCC1. The product is [CH2:1]([N:8]1[CH2:13][CH2:12][C:11](=[O:14])[CH:10]([CH2:26][CH3:27])[CH2:9]1)[C:2]1[CH:3]=[CH:4][CH:5]=[CH:6][CH:7]=1. The yield is 0.115.